Task: Predict the reactants needed to synthesize the given product.. Dataset: Full USPTO retrosynthesis dataset with 1.9M reactions from patents (1976-2016) (1) Given the product [CH3:20][N:21]([CH3:22])[C:7]1[C:6]([C:11]([F:14])([F:13])[F:12])=[CH:5][C:4]([N+:1]([O-:3])=[O:2])=[CH:9][N:8]=1, predict the reactants needed to synthesize it. The reactants are: [N+:1]([C:4]1[CH:5]=[C:6]([C:11]([F:14])([F:13])[F:12])[C:7](=O)[NH:8][CH:9]=1)([O-:3])=[O:2].S(Cl)(Cl)=O.Cl[C:20]1C(C(F)(F)F)=CC([N+]([O-])=O)=[CH:22][N:21]=1.CNC. (2) The reactants are: [Cl:1][C:2]1[CH:7]=[CH:6][CH:5]=[CH:4][C:3]=1[CH:8]([C:10]1[C:15]([Cl:16])=[N:14][C:13]([Cl:17])=[CH:12][N:11]=1)[OH:9]. Given the product [Cl:1][C:2]1[CH:7]=[CH:6][CH:5]=[CH:4][C:3]=1[C:8]([C:10]1[C:15]([Cl:16])=[N:14][C:13]([Cl:17])=[CH:12][N:11]=1)=[O:9], predict the reactants needed to synthesize it. (3) Given the product [ClH:2].[Cl:2][C:3]1[CH:8]=[CH:7][C:6]([C:9]2[CH:41]=[CH:40][C:39]([N:42]3[CH2:46][CH2:45][CH2:44][C:43]3=[O:47])=[CH:38][C:10]=2[CH2:11][O:12][C:13]2[CH:18]=[CH:17][C:16]([C:19]3[N:23]([CH:24]4[CH2:29][CH2:28][CH2:27][CH2:26][CH2:25]4)[C:22]4[CH:30]=[CH:31][C:32]([C:34]([OH:36])=[O:35])=[CH:33][C:21]=4[N:20]=3)=[C:15]([F:37])[CH:14]=2)=[CH:5][CH:4]=1, predict the reactants needed to synthesize it. The reactants are: Cl.[Cl:2][C:3]1[CH:8]=[CH:7][C:6]([C:9]2[CH:41]=[CH:40][C:39]([N:42]3[CH2:46][CH2:45][CH2:44][C:43]3=[O:47])=[CH:38][C:10]=2[CH2:11][O:12][C:13]2[CH:18]=[CH:17][C:16]([C:19]3[N:23]([CH:24]4[CH2:29][CH2:28][CH2:27][CH2:26][CH2:25]4)[C:22]4[CH:30]=[CH:31][C:32]([C:34]([OH:36])=[O:35])=[CH:33][C:21]=4[N:20]=3)=[C:15]([F:37])[CH:14]=2)=[CH:5][CH:4]=1. (4) Given the product [Cl:21][C:6]1[C:5]2[C:10](=[CH:11][CH:12]=[C:3]([C:1]#[N:2])[N:4]=2)[N:9]=[CH:8][C:7]=1[C:13]([O:15][CH2:16][CH3:17])=[O:14], predict the reactants needed to synthesize it. The reactants are: [C:1]([C:3]1[N:4]=[C:5]2[C:10](=[CH:11][CH:12]=1)[N:9]=[CH:8][C:7]([C:13]([O:15][CH2:16][CH3:17])=[O:14])=[C:6]2O)#[N:2].O=P(Cl)(Cl)[Cl:21]. (5) Given the product [ClH:45].[F:44][C:42]1[CH:41]=[C:4]([CH:3]=[C:2]([F:1])[CH:43]=1)[CH2:5][N:6]1[C:10]([CH3:11])=[C:9]([C:12]2[C:20]3[C:15](=[N:16][CH:17]=[C:18]([C:21]4[CH:26]=[CH:25][C:24]([N:27]5[CH2:28][CH2:29][NH:30][CH2:31][CH2:32]5)=[CH:23][CH:22]=4)[CH:19]=3)[NH:14][CH:13]=2)[C:8]([CH3:40])=[N:7]1, predict the reactants needed to synthesize it. The reactants are: [F:1][C:2]1[CH:3]=[C:4]([CH:41]=[C:42]([F:44])[CH:43]=1)[CH2:5][N:6]1[C:10]([CH3:11])=[C:9]([C:12]2[C:20]3[C:15](=[N:16][CH:17]=[C:18]([C:21]4[CH:26]=[CH:25][C:24]([N:27]5[CH2:32][CH2:31][N:30](C(OC(C)(C)C)=O)[CH2:29][CH2:28]5)=[CH:23][CH:22]=4)[CH:19]=3)[NH:14][CH:13]=2)[C:8]([CH3:40])=[N:7]1.[ClH:45]. (6) Given the product [CH3:23][C:17]1([CH3:24])[CH2:16][C:15]2[CH:14]=[C:13]3[N:20]([CH2:21][CH2:22][N:11]([C:6]4[CH:7]=[C:8]([F:10])[CH:9]=[C:2]([C:31]5[CH:30]=[C:29]([NH:42][C:43]6[CH:48]=[CH:47][C:46]([N:49]7[CH2:54][CH2:53][N:52]([CH:55]8[CH2:56][O:57][CH2:58]8)[CH2:51][C@@H:50]7[CH3:59])=[CH:45][N:44]=6)[C:28](=[O:60])[N:27]([CH3:26])[CH:32]=5)[C:3]=4[CH:4]=[O:5])[C:12]3=[O:25])[C:19]=2[CH2:18]1, predict the reactants needed to synthesize it. The reactants are: Br[C:2]1[CH:9]=[C:8]([F:10])[CH:7]=[C:6]([N:11]2[CH2:22][CH2:21][N:20]3[C:13](=[CH:14][C:15]4[CH2:16][C:17]([CH3:24])([CH3:23])[CH2:18][C:19]=43)[C:12]2=[O:25])[C:3]=1[CH:4]=[O:5].[CH3:26][N:27]1[CH:32]=[C:31](B2OC(C)(C)C(C)(C)O2)[CH:30]=[C:29]([NH:42][C:43]2[CH:48]=[CH:47][C:46]([N:49]3[CH2:54][CH2:53][N:52]([CH:55]4[CH2:58][O:57][CH2:56]4)[CH2:51][C@@H:50]3[CH3:59])=[CH:45][N:44]=2)[C:28]1=[O:60].C([O-])(=O)C.[K+].[O-]P([O-])([O-])=O.[K+].[K+].[K+]. (7) Given the product [F:14][C:15]1[CH:20]=[CH:19][C:18]([S:21][CH2:25][CH2:26][CH2:27][CH2:28][CH2:29][C:30]([OH:32])=[O:31])=[CH:17][CH:16]=1, predict the reactants needed to synthesize it. The reactants are: ClC1C=CC(Cl)=CC=1SCC(O)=O.[F:14][C:15]1[CH:20]=[CH:19][C:18]([SH:21])=[CH:17][CH:16]=1.[OH-].[K+].Br[CH2:25][CH2:26][CH2:27][CH2:28][CH2:29][C:30]([O:32]CC)=[O:31].